This data is from Catalyst prediction with 721,799 reactions and 888 catalyst types from USPTO. The task is: Predict which catalyst facilitates the given reaction. (1) Reactant: [C:1]([CH:6]=P(C1C=CC=CC=1)(C1C=CC=CC=1)C1C=CC=CC=1)([O:3][CH2:4][CH3:5])=[O:2].[CH3:26][CH:27]([CH3:30])[CH:28]=O. Product: [CH3:26][CH:27]([CH3:30])/[CH:28]=[CH:6]/[C:1]([O:3][CH2:4][CH3:5])=[O:2]. The catalyst class is: 2. (2) Reactant: [CH:1](/[C:9]1[C:17]2[C:12](=[CH:13][CH:14]=[C:15](OS(C(F)(F)F)(=O)=O)[CH:16]=2)[NH:11][N:10]=1)=[CH:2]\[C:3]1[CH:8]=[CH:7][CH:6]=[CH:5][CH:4]=1.[CH2:26]([O:28][P:29]([O-:33])[O:30][CH2:31][CH3:32])[CH3:27].C(N(CC)CC)C. Product: [CH2:26]([O:28][P:29]([C:15]1[CH:16]=[C:17]2[C:12](=[CH:13][CH:14]=1)[NH:11][N:10]=[C:9]2/[CH:1]=[CH:2]/[C:3]1[CH:8]=[CH:7][CH:6]=[CH:5][CH:4]=1)(=[O:33])[O:30][CH2:31][CH3:32])[CH3:27].[CH2:26]([O:28][P:29]([C:15]1[CH:16]=[C:17]2[C:12](=[CH:13][CH:14]=1)[NH:11][N:10]=[C:9]2/[CH:1]=[CH:2]/[C:3]1[CH:8]=[CH:7][CH:6]=[CH:5][CH:4]=1)(=[O:30])[OH:33])[CH3:27]. The catalyst class is: 427. (3) Reactant: [NH:1]1[CH2:8][CH2:7][CH2:6][C@H:2]1[C:3]([OH:5])=[O:4].[OH-].[K+].[CH2:11](Cl)[C:12]1[CH:17]=[CH:16][CH:15]=[CH:14][CH:13]=1.Cl. Product: [CH2:11]([N:1]1[CH2:8][CH2:7][CH2:6][C@H:2]1[C:3]([OH:5])=[O:4])[C:12]1[CH:17]=[CH:16][CH:15]=[CH:14][CH:13]=1. The catalyst class is: 32. (4) Reactant: [CH3:1][S:2]([NH:5][C:6]1[CH:7]=[C:8]2[C:12](=[CH:13][CH:14]=1)[N:11]([CH2:15][C:16]([O:18]C)=[O:17])[C:10](=[O:20])[CH2:9]2)(=[O:4])=[O:3].Cl. Product: [CH3:1][S:2]([NH:5][C:6]1[CH:7]=[C:8]2[C:12](=[CH:13][CH:14]=1)[N:11]([CH2:15][C:16]([OH:18])=[O:17])[C:10](=[O:20])[CH2:9]2)(=[O:3])=[O:4]. The catalyst class is: 12. (5) Reactant: [NH2:1][C:2]1[C:3]([C:9]([OH:11])=O)=[N:4][C:5]([Br:8])=[CH:6][N:7]=1.[CH3:12][C:13]1[CH:17]=[CH:16][S:15][C:14]=1[C:18]([NH:20][NH2:21])=[O:19].CCN(CC)CC.CN(C(ON1N=NC2C=CC=CC1=2)=[N+](C)C)C.[B-](F)(F)(F)F. Product: [NH2:1][C:2]1[C:3]([C:9]([NH:21][NH:20][C:18]([C:14]2[S:15][CH:16]=[CH:17][C:13]=2[CH3:12])=[O:19])=[O:11])=[N:4][C:5]([Br:8])=[CH:6][N:7]=1. The catalyst class is: 173. (6) Reactant: [CH3:1][C:2]1([CH3:12])[C:11]2[C:6](=[CH:7][CH:8]=[CH:9][CH:10]=2)[O:5][CH2:4][CH2:3]1.CN(C)CCN(C)C.C([Li])CCC.[I:26]CI. Product: [CH3:1][C:2]1([CH3:12])[C:11]2[C:6](=[C:7]([I:26])[CH:8]=[CH:9][CH:10]=2)[O:5][CH2:4][CH2:3]1. The catalyst class is: 581.